This data is from hERG Central: cardiac toxicity at 1µM, 10µM, and general inhibition. The task is: Predict hERG channel inhibition at various concentrations. The drug is CN(CC(=O)Nc1ccc(C#N)cc1)Cc1ccc(Cl)cc1Cl. Results: hERG_inhib (hERG inhibition (general)): blocker.